From a dataset of Full USPTO retrosynthesis dataset with 1.9M reactions from patents (1976-2016). Predict the reactants needed to synthesize the given product. (1) Given the product [CH2:1]([O:3][C:4](=[O:20])[CH:5]([O:17][CH2:18][CH3:19])[CH2:6][C:7]1[CH:12]=[CH:11][C:10]([O:13][CH2:14][CH2:15][NH:16][C:28](=[O:35])[CH2:29][CH2:30][CH2:31][CH2:32][CH2:33][CH3:34])=[CH:9][CH:8]=1)[CH3:2], predict the reactants needed to synthesize it. The reactants are: [CH2:1]([O:3][C:4](=[O:20])[CH:5]([O:17][CH2:18][CH3:19])[CH2:6][C:7]1[CH:12]=[CH:11][C:10]([O:13][CH2:14][CH2:15][NH2:16])=[CH:9][CH:8]=1)[CH3:2].C(N(CC)CC)C.[C:28](Cl)(=[O:35])[CH2:29][CH2:30][CH2:31][CH2:32][CH2:33][CH3:34]. (2) The reactants are: FC(F)(F)C(O)=O.C([O:12][C:13]([NH:15][C:16]1[CH:21]=[CH:20][N:19]=[CH:18][C:17]=1[CH2:22][NH:23][CH:24]1[CH2:29][CH2:28][N:27]([C:30]([O:32][CH2:33][CH3:34])=[O:31])[CH2:26][CH2:25]1)=O)(C)(C)C.C(N1C=CN=C1)(N1C=CN=C1)=O. Given the product [O:12]=[C:13]1[NH:15][C:16]2[CH:21]=[CH:20][N:19]=[CH:18][C:17]=2[CH2:22][N:23]1[CH:24]1[CH2:29][CH2:28][N:27]([C:30]([O:32][CH2:33][CH3:34])=[O:31])[CH2:26][CH2:25]1, predict the reactants needed to synthesize it. (3) Given the product [F:3][C:4]1[C:9]([F:10])=[CH:8][CH:7]=[CH:6][C:5]=1[O:11][CH2:30][CH2:29][CH2:28][C@H:25]1[CH2:26][CH2:27][C@H:22]([C@H:19]2[CH2:18][CH2:17][C@H:16]([CH2:15][CH2:14][CH3:13])[CH2:21][CH2:20]2)[CH2:23][CH2:24]1, predict the reactants needed to synthesize it. The reactants are: [H-].[Na+].[F:3][C:4]1[C:9]([F:10])=[CH:8][CH:7]=[CH:6][C:5]=1[OH:11].Br[CH2:13][CH2:14][CH2:15][C@H:16]1[CH2:21][CH2:20][C@H:19]([C@H:22]2[CH2:27][CH2:26][C@H:25]([CH2:28][CH2:29][CH3:30])[CH2:24][CH2:23]2)[CH2:18][CH2:17]1. (4) Given the product [C:14]([C:12]1[C:11]([OH:18])=[C:7]([C:6]([OH:19])=[C:5]([C:1]([CH3:3])([CH3:4])[CH3:2])[CH:13]=1)[C:8]([NH:23][C:22]1[CH:24]=[CH:25][C:26]([S:28]([C:31]([F:34])([F:32])[F:33])(=[O:30])=[O:29])=[CH:27][C:21]=1[Cl:20])=[O:10])([CH3:17])([CH3:15])[CH3:16], predict the reactants needed to synthesize it. The reactants are: [C:1]([C:5]1[C:6]([OH:19])=[C:7]([C:11]([OH:18])=[C:12]([C:14]([CH3:17])([CH3:16])[CH3:15])[CH:13]=1)[C:8]([OH:10])=O)([CH3:4])([CH3:3])[CH3:2].[Cl:20][C:21]1[CH:27]=[C:26]([S:28]([C:31]([F:34])([F:33])[F:32])(=[O:30])=[O:29])[CH:25]=[CH:24][C:22]=1[NH2:23]. (5) The reactants are: Cl[C:2]1[N:11]=[C:10]([NH:12][CH2:13][C:14]2[CH:19]=[CH:18][C:17]([NH:20][C:21](=[O:29])[C:22]3[CH:27]=[CH:26][C:25]([F:28])=[CH:24][CH:23]=3)=[CH:16][CH:15]=2)[C:9]2[C:4](=[CH:5][CH:6]=[CH:7][CH:8]=2)[N:3]=1.[NH:30]1[CH2:35][CH2:34][O:33][CH2:32][CH2:31]1. Given the product [F:28][C:25]1[CH:26]=[CH:27][C:22]([C:21]([NH:20][C:17]2[CH:18]=[CH:19][C:14]([CH2:13][NH:12][C:10]3[C:9]4[C:4](=[CH:5][CH:6]=[CH:7][CH:8]=4)[N:3]=[C:2]([N:30]4[CH2:35][CH2:34][O:33][CH2:32][CH2:31]4)[N:11]=3)=[CH:15][CH:16]=2)=[O:29])=[CH:23][CH:24]=1, predict the reactants needed to synthesize it. (6) Given the product [CH:29]1([N:27]([CH3:28])[CH:21]2[CH2:20][CH2:19][C:18]([CH3:32])([CH3:33])[C:17]3[CH:16]=[C:15]([C:14]#[C:13][C:10]4[CH:9]=[CH:8][C:7]([C:4]([CH3:5])([CH3:6])[C:3]([OH:34])=[O:2])=[CH:12][CH:11]=4)[CH:24]=[C:23]([O:25][CH3:26])[C:22]2=3)[CH2:30][CH2:31]1, predict the reactants needed to synthesize it. The reactants are: C[O:2][C:3](=[O:34])[C:4]([C:7]1[CH:12]=[CH:11][C:10]([C:13]#[C:14][C:15]2[CH:24]=[C:23]([O:25][CH3:26])[C:22]3[CH:21]([N:27]([CH:29]4[CH2:31][CH2:30]4)[CH3:28])[CH2:20][CH2:19][C:18]([CH3:33])([CH3:32])[C:17]=3[CH:16]=2)=[CH:9][CH:8]=1)([CH3:6])[CH3:5].[OH-].[K+].Cl. (7) The reactants are: CC1(C)C(C)(C)OB([C:9]2[CH:17]=[C:16]3[C:12]([C:13]4([CH2:22][CH2:21][CH2:20][CH2:19]4)[C:14](=[O:18])[NH:15]3)=[CH:11][CH:10]=2)O1.[CH:24]1([NH:27][C:28]2[C:32]3[CH:33]=[CH:34][C:35]([CH3:38])=[C:36](I)[C:31]=3[O:30][N:29]=2)[CH2:26][CH2:25]1.C(=O)([O-])[O-].[Cs+].[Cs+]. Given the product [CH:24]1([NH:27][C:28]2[C:32]3[CH:33]=[CH:34][C:35]([CH3:38])=[C:36]([C:9]4[CH:17]=[C:16]5[C:12]([C:13]6([CH2:19][CH2:20][CH2:21][CH2:22]6)[C:14](=[O:18])[NH:15]5)=[CH:11][CH:10]=4)[C:31]=3[O:30][N:29]=2)[CH2:26][CH2:25]1, predict the reactants needed to synthesize it. (8) Given the product [CH3:16][O:17][C:18]([C:20]1[S:31][C:23]2[C:24]3[CH:25]=[CH:26][CH:27]=[CH:28][C:29]=3[S:30][C:22]=2[C:21]=1[O:32][CH2:2][C:3]([O:5][C:6]([CH3:9])([CH3:8])[CH3:7])=[O:4])=[O:19], predict the reactants needed to synthesize it. The reactants are: Br[CH2:2][C:3]([O:5][C:6]([CH3:9])([CH3:8])[CH3:7])=[O:4].CC([O-])(C)C.[Na+].[CH3:16][O:17][C:18]([C:20]1[S:31][C:23]2[C:24]3[CH:25]=[CH:26][CH:27]=[CH:28][C:29]=3[S:30][C:22]=2[C:21]=1[OH:32])=[O:19].O. (9) Given the product [C:6]([C:5]1[CH:8]=[CH:9][C:10]([CH:11]2[C:12]([C:16]3[S:17][C:18]([CH3:21])=[N:19][N:20]=3)=[C:13]([CH3:14])[NH:22][C:23]([CH3:27])=[C:24]2[C:25]#[N:26])=[C:3]([O:2][CH3:1])[CH:4]=1)#[N:7], predict the reactants needed to synthesize it. The reactants are: [CH3:1][O:2][C:3]1[CH:4]=[C:5]([CH:8]=[CH:9][C:10]=1[CH:11]=[C:12]([C:16]1[S:17][C:18]([CH3:21])=[N:19][N:20]=1)[C:13](=O)[CH3:14])[C:6]#[N:7].[NH2:22]/[C:23](/[CH3:27])=[CH:24]\[C:25]#[N:26]. (10) Given the product [C:27]([C:3]1[C:4]2[CH2:10][CH2:9][N:8]([C:11](=[O:16])[C:12]([F:15])([F:14])[F:13])[CH2:7][CH2:6][C:5]=2[CH:17]=[CH:18][C:2]=1[Cl:1])(=[O:29])[CH3:28], predict the reactants needed to synthesize it. The reactants are: [Cl:1][C:2]1[CH:18]=[CH:17][C:5]2[CH2:6][CH2:7][N:8]([C:11](=[O:16])[C:12]([F:15])([F:14])[F:13])[CH2:9][CH2:10][C:4]=2[C:3]=1OS(C(F)(F)F)(=O)=O.[CH:27]([O:29]CCCC)=[CH2:28].C1C=CC(P(C2C=CC=CC=2)CCCP(C2C=CC=CC=2)C2C=CC=CC=2)=CC=1.C(N(CC)CC)C.